This data is from Full USPTO retrosynthesis dataset with 1.9M reactions from patents (1976-2016). The task is: Predict the reactants needed to synthesize the given product. The reactants are: [C:1]([O:5][C:6](=[O:20])[NH:7][CH:8]1[CH2:17][C:16]2[C:11](=[CH:12][CH:13]=[C:14]([C:18]#[N:19])[CH:15]=2)[NH:10][CH2:9]1)([CH3:4])([CH3:3])[CH3:2].[Cl:21][C:22]1[CH:23]=[C:24]([CH:27]=[CH:28][CH:29]=1)[CH:25]=O.[BH-](OC(C)=O)(OC(C)=O)OC(C)=O.[Na+].C(O)(=O)C. Given the product [C:1]([O:5][C:6](=[O:20])[NH:7][CH:8]1[CH2:17][C:16]2[C:11](=[CH:12][CH:13]=[C:14]([C:18]#[N:19])[CH:15]=2)[N:10]([CH2:25][C:24]2[CH:27]=[CH:28][CH:29]=[C:22]([Cl:21])[CH:23]=2)[CH2:9]1)([CH3:4])([CH3:2])[CH3:3], predict the reactants needed to synthesize it.